From a dataset of Catalyst prediction with 721,799 reactions and 888 catalyst types from USPTO. Predict which catalyst facilitates the given reaction. (1) Reactant: [Br:1][C:2]1[N:6]2[N:7]=[C:8]([N:11]([CH3:22])[CH2:12][CH2:13][CH2:14][NH:15]C(=O)C(F)(F)F)[CH:9]=[CH:10][C:5]2=[N:4][CH:3]=1.C(=O)([O-])[O-].[K+].[K+].[C:37](O[C:37]([O:39][C:40]([CH3:43])([CH3:42])[CH3:41])=[O:38])([O:39][C:40]([CH3:43])([CH3:42])[CH3:41])=[O:38].CN1CCOCC1. Product: [C:40]([O:39][C:37](=[O:38])[NH:15][CH2:14][CH2:13][CH2:12][N:11]([C:8]1[CH:9]=[CH:10][C:5]2[N:6]([C:2]([Br:1])=[CH:3][N:4]=2)[N:7]=1)[CH3:22])([CH3:41])([CH3:42])[CH3:43]. The catalyst class is: 24. (2) Reactant: Cl.[F:2][C:3]1([F:9])[CH2:8][CH2:7][NH:6][CH2:5][CH2:4]1.[CH2:10]([O:12][C:13]([C:15]1[S:16][CH:17]=[C:18]([C:20](O)=[O:21])[N:19]=1)=[O:14])[CH3:11].FC1CCN(C(C2N=C(C(NNC(=O)CC(C)(C)C(OC)=O)=O)SC=2)=O)CC1.C(P1(=O)OP(=O)(CCC)OP(=O)(CCC)O1)CC.CCN(C(C)C)C(C)C.C(=O)([O-])[O-].[Na+].[Na+]. Product: [F:2][C:3]1([F:9])[CH2:8][CH2:7][N:6]([C:20]([C:18]2[N:19]=[C:15]([C:13]([O:12][CH2:10][CH3:11])=[O:14])[S:16][CH:17]=2)=[O:21])[CH2:5][CH2:4]1. The catalyst class is: 504. (3) Reactant: Br[CH2:2][C:3]1[C:12]([O:13][C:14]2[CH:19]=[CH:18][C:17]([N+:20]([O-:22])=[O:21])=[CH:16][C:15]=2[Cl:23])=[CH:11][CH:10]=[CH:9][C:4]=1[C:5](OC)=[O:6].[CH3:24][NH2:25].O1CCCC1.O. Product: [Cl:23][C:15]1[CH:16]=[C:17]([N+:20]([O-:22])=[O:21])[CH:18]=[CH:19][C:14]=1[O:13][C:12]1[CH:11]=[CH:10][CH:9]=[C:4]2[C:3]=1[CH2:2][N:25]([CH3:24])[C:5]2=[O:6]. The catalyst class is: 10. (4) Reactant: [OH:1][CH:2]1[CH2:7][CH2:6][N:5]([CH3:8])[CH2:4][CH2:3]1.[C:9]([OH:13])(=[O:12])[CH:10]=[CH2:11]. Product: [OH:1][CH:2]1[CH2:7][CH2:6][N+:5]([CH2:11][CH2:10][C:9]([O-:13])=[O:12])([CH3:8])[CH2:4][CH2:3]1. The catalyst class is: 4. (5) Reactant: [C:1]([O:5][C:6]([N:8]1[CH2:13][CH2:12][C:11]([CH3:17])([C:14]([OH:16])=O)[CH2:10][CH2:9]1)=[O:7])([CH3:4])([CH3:3])[CH3:2].CC[N:20]([CH:24]([CH3:26])C)[CH:21]([CH3:23])C.N1CCCC1.CN(C(ON1N=NC2C=CC=NC1=2)=[N+](C)C)C.F[P-](F)(F)(F)(F)F. Product: [C:1]([O:5][C:6]([N:8]1[CH2:9][CH2:10][C:11]([CH3:17])([C:14]([N:20]2[CH2:21][CH2:23][CH2:26][CH2:24]2)=[O:16])[CH2:12][CH2:13]1)=[O:7])([CH3:2])([CH3:3])[CH3:4]. The catalyst class is: 3. (6) Reactant: [H-].[Na+].[Br:3][C:4]1[CH:5]=[C:6]([C:10]2[C:11]3[N:12]([C:27]([CH2:30][CH3:31])=[CH:28][CH:29]=3)[N:13]=[C:14]([CH2:25][OH:26])[C:15]=2[CH2:16][CH2:17][CH2:18][CH2:19][C:20]([O:22][CH2:23][CH3:24])=[O:21])[CH:7]=[N:8][CH:9]=1.[N:32]1([C:38](Cl)=[O:39])[CH2:37][CH2:36][O:35][CH2:34][CH2:33]1. The catalyst class is: 3. Product: [N:32]1([C:38]([O:26][CH2:25][C:14]2[C:15]([CH2:16][CH2:17][CH2:18][CH2:19][C:20]([O:22][CH2:23][CH3:24])=[O:21])=[C:10]([C:6]3[CH:7]=[N:8][CH:9]=[C:4]([Br:3])[CH:5]=3)[C:11]3[N:12]([C:27]([CH2:30][CH3:31])=[CH:28][CH:29]=3)[N:13]=2)=[O:39])[CH2:37][CH2:36][O:35][CH2:34][CH2:33]1. (7) Reactant: C([O:3][C:4]([C:6]1[N:7]=[C:8]([NH2:11])[S:9][CH:10]=1)=[O:5])C.[C:12](Cl)([C:25]1[CH:30]=[CH:29][CH:28]=[CH:27][CH:26]=1)([C:19]1[CH:24]=[CH:23][CH:22]=[CH:21][CH:20]=1)[C:13]1[CH:18]=[CH:17][CH:16]=[CH:15][CH:14]=1. Product: [C:12]([NH:11][C:8]1[S:9][CH:10]=[C:6]([C:4]([OH:3])=[O:5])[N:7]=1)([C:13]1[CH:18]=[CH:17][CH:16]=[CH:15][CH:14]=1)([C:25]1[CH:26]=[CH:27][CH:28]=[CH:29][CH:30]=1)[C:19]1[CH:20]=[CH:21][CH:22]=[CH:23][CH:24]=1. The catalyst class is: 17.